Dataset: Experimentally validated miRNA-target interactions with 360,000+ pairs, plus equal number of negative samples. Task: Binary Classification. Given a miRNA mature sequence and a target amino acid sequence, predict their likelihood of interaction. (1) The miRNA is hsa-miR-7110-3p with sequence UCUCUCUCCCACUUCCCUGCAG. The protein sequence of the target gene is MAESQLNCLDEAHVNEKVTEAQAAFYYCERRRAALEALLGGGEQAYRERLKEEQLRDFLSSPERQALRAAWSPYEDAVPAANARGKSKAKAKAPAPAPAESGESLAYWPDRSDTEVPPLDLGWTDTGFYRGVSRVTLFTHPPKDEKAPHLKQVVRQMIQQAQKVIAVVMDLFTDGDIFQDIVDAACKRRVPVYIILDEAGVKYFLEMCQDLQLTDFRIRNIRVRSVTGVGFYMPMGRIKGTLSSRFLMVDGDKVATGSYRFTWSSSHVDRNLLLLLTGQNVEPFDTEFRELYAISEEVDL.... Result: 1 (interaction). (2) The miRNA is hsa-miR-3184-3p with sequence AAAGUCUCGCUCUCUGCCCCUCA. The protein sequence of the target gene is MFHQIWAALLYFYGIILNSIYQCPEHSQLTTLGVDGKEFPEVHLGQWYFIAGAAPTKEELATFDPVDNIVFNMAAGSAPMQLHLRATIRMKDGLCVPRKWIYHLTEGSTDLRTEGRPDMKTELFSSSCPGGIMLNETGQGYQRFLLYNRSPHPPEKCVEEFKSLTSCLDSKAFLLTPRNQEACELSNN. Result: 1 (interaction).